Predict the product of the given reaction. From a dataset of Forward reaction prediction with 1.9M reactions from USPTO patents (1976-2016). (1) Given the reactants [CH3:1][CH:2]([C:12]([NH:14][C:15]1[CH:20]=[CH:19][C:18]([N+:21]([O-:23])=[O:22])=[C:17]([C:24]([F:27])([F:26])[F:25])[CH:16]=1)=[O:13])[CH2:3][NH:4]C(=O)OC(C)(C)C.C(O)(C(F)(F)F)=O, predict the reaction product. The product is: [NH2:4][CH2:3][CH:2]([CH3:1])[C:12]([NH:14][C:15]1[CH:20]=[CH:19][C:18]([N+:21]([O-:23])=[O:22])=[C:17]([C:24]([F:25])([F:26])[F:27])[CH:16]=1)=[O:13]. (2) Given the reactants [N+:1]([C:4]1[CH:9]=[CH:8][C:7]([OH:10])=[CH:6][CH:5]=1)([O-:3])=[O:2].Br[CH2:12][CH2:13][OH:14].C(=O)([O-])[O-].[K+].[K+], predict the reaction product. The product is: [N+:1]([C:4]1[CH:9]=[CH:8][C:7]([O:10][CH2:12][CH2:13][OH:14])=[CH:6][CH:5]=1)([O-:3])=[O:2]. (3) Given the reactants [Cl:1][C:2]1[C:10]2[C:5](=[CH:6][C:7]([C:11]([NH:13][CH:14]([C:24]3[CH:29]=[CH:28][C:27]([F:30])=[CH:26][CH:25]=3)[CH2:15][O:16][CH2:17][CH:18]3[CH2:23][CH2:22][NH:21][CH2:20][CH2:19]3)=[O:12])=[CH:8][CH:9]=2)[NH:4][CH:3]=1.[CH2:31]=O, predict the reaction product. The product is: [Cl:1][C:2]1[C:10]2[C:5](=[CH:6][C:7]([C:11]([NH:13][CH:14]([C:24]3[CH:29]=[CH:28][C:27]([F:30])=[CH:26][CH:25]=3)[CH2:15][O:16][CH2:17][CH:18]3[CH2:23][CH2:22][N:21]([CH3:31])[CH2:20][CH2:19]3)=[O:12])=[CH:8][CH:9]=2)[NH:4][CH:3]=1. (4) Given the reactants [C:1]([O:5][C:6]([NH:8][CH:9]([C:13]1[CH:18]=[CH:17][CH:16]=[CH:15][CH:14]=1)[C:10]([OH:12])=[O:11])=[O:7])([CH3:4])([CH3:3])[CH3:2].C(=NC1CCCCC1)=NC1CCCCC1.N1(O)C2C=CC=CC=2N=N1.[CH3:44][N:45]1[CH:50]2[CH2:51][CH2:52][CH:46]1[CH2:47][CH:48](O)[CH2:49]2, predict the reaction product. The product is: [C:1]([O:5][C:6]([NH:8][CH:9]([C:13]1[CH:18]=[CH:17][CH:16]=[CH:15][CH:14]=1)[C:10]([O:12][CH:48]1[CH2:49][CH:50]2[N:45]([CH3:44])[CH:46]([CH2:52][CH2:51]2)[CH2:47]1)=[O:11])=[O:7])([CH3:4])([CH3:2])[CH3:3]. (5) Given the reactants [NH2:1][C@H:2]([C:4]([NH:6][CH2:7][C:8]([NH:10][C@H:11]([C:15]([NH:17][C@H:18]([C:27]([NH:29][C@@H:30]([C:40]([NH:42]C(OCC1C2C(=CC=CC=2)C2C1=CC=CC=2)=O)=[O:41])[CH2:31][CH2:32][C:33](=[O:39])[O:34][C:35]([CH3:38])([CH3:37])[CH3:36])=[O:28])[CH2:19][C:20](=[O:26])[O:21][C:22]([CH3:25])([CH3:24])[CH3:23])=[O:16])[C@@H:12]([CH3:14])[OH:13])=[O:9])=[O:5])[CH3:3], predict the reaction product. The product is: [CH3:27][N:29]1[CH2:33][CH2:32][CH2:31][CH2:30]1.[NH2:1][C@H:2]([C:4]([NH:6][CH2:7][C:8]([NH:10][C@H:11]([C:15]([NH:17][C@H:18]([C:27]([NH:29][C@@H:30]([C:40]([NH2:42])=[O:41])[CH2:31][CH2:32][C:33](=[O:39])[O:34][C:35]([CH3:38])([CH3:37])[CH3:36])=[O:28])[CH2:19][C:20](=[O:26])[O:21][C:22]([CH3:25])([CH3:24])[CH3:23])=[O:16])[C@@H:12]([CH3:14])[OH:13])=[O:9])=[O:5])[CH3:3]. (6) The product is: [Br:1][C:2]1[CH:3]=[C:4]([CH2:8][NH:9][CH2:10][CH:11]([O:14][CH3:15])[O:12][CH3:13])[S:5][C:6]=1[CH3:7]. Given the reactants [Br:1][C:2]1[CH:3]=[C:4](/[CH:8]=[N:9]/[CH2:10][CH:11]([O:14][CH3:15])[O:12][CH3:13])[S:5][C:6]=1[CH3:7].[BH4-].[Na+], predict the reaction product. (7) Given the reactants [Cl:1][C:2]1[N:3]=[C:4]2[CH:9]=[CH:8][C:7](Cl)=[N:6][N:5]2[CH:11]=1.[N:12]1[CH:17]=[C:16](B(O)O)[CH:15]=[N:14][CH:13]=1.C(=O)([O-])[O-].[Na+].[Na+], predict the reaction product. The product is: [Cl:1][C:2]1[N:3]=[C:4]2[CH:9]=[CH:8][C:7]([C:16]3[CH:17]=[N:12][CH:13]=[N:14][CH:15]=3)=[N:6][N:5]2[CH:11]=1. (8) Given the reactants [O:1]1[C:6]2[CH:7]=[CH:8][C:9]([CH2:11][N:12]([CH:20]3[CH2:25][CH2:24][N:23]([CH2:26][CH2:27][N:28]4[C:37]5[C:32](=[CH:33][CH:34]=[C:35]([O:38][CH3:39])[CH:36]=5)[C:31]([C:40]([NH:42][CH3:43])=[O:41])=[CH:30][C:29]4=[O:44])[CH2:22][CH2:21]3)C(=O)OC(C)(C)C)=[CH:10][C:5]=2[O:4][CH2:3][CH2:2]1.FC(F)(F)C(O)=O, predict the reaction product. The product is: [O:1]1[C:6]2[CH:7]=[CH:8][C:9]([CH2:11][NH:12][CH:20]3[CH2:21][CH2:22][N:23]([CH2:26][CH2:27][N:28]4[C:37]5[C:32](=[CH:33][CH:34]=[C:35]([O:38][CH3:39])[CH:36]=5)[C:31]([C:40]([NH:42][CH3:43])=[O:41])=[CH:30][C:29]4=[O:44])[CH2:24][CH2:25]3)=[CH:10][C:5]=2[O:4][CH2:3][CH2:2]1.